From a dataset of Catalyst prediction with 721,799 reactions and 888 catalyst types from USPTO. Predict which catalyst facilitates the given reaction. (1) Reactant: [CH2:1]([O:8][C:9]1[CH:14]=[CH:13][C:12]([C:15](=[O:17])[CH3:16])=[CH:11][C:10]=1[CH3:18])[C:2]1[CH:7]=[CH:6][CH:5]=[CH:4][CH:3]=1.[Br:19]Br.S([O-])([O-])(=O)=S.[Na+].[Na+]. Product: [CH2:1]([O:8][C:9]1[CH:14]=[CH:13][C:12]([C:15](=[O:17])[CH2:16][Br:19])=[CH:11][C:10]=1[CH3:18])[C:2]1[CH:3]=[CH:4][CH:5]=[CH:6][CH:7]=1. The catalyst class is: 155. (2) Reactant: [NH2:1][C:2]1[S:3][C:4]([C:17]([NH2:19])=[O:18])=[C:5]([C:7]2[CH:12]=[CH:11][C:10]([C:13]([F:16])([F:15])[F:14])=[CH:9][CH:8]=2)[N:6]=1.[CH3:20][O:21][CH:22]([O:33][CH3:34])[C:23]1[CH:28]=[CH:27][C:26]([N+:29]([O-:31])=[O:30])=[C:25](F)[CH:24]=1.C(=O)([O-])[O-].[Cs+].[Cs+].[Cl-].[NH4+]. Product: [CH3:34][O:33][CH:22]([O:21][CH3:20])[C:23]1[CH:28]=[CH:27][C:26]([N+:29]([O-:31])=[O:30])=[C:25]([NH:1][C:2]2[S:3][C:4]([C:17]([NH2:19])=[O:18])=[C:5]([C:7]3[CH:8]=[CH:9][C:10]([C:13]([F:16])([F:14])[F:15])=[CH:11][CH:12]=3)[N:6]=2)[CH:24]=1. The catalyst class is: 9.